This data is from Reaction yield outcomes from USPTO patents with 853,638 reactions. The task is: Predict the reaction yield, written as a fraction of the theoretical maximum amount of product (1.0 means a 100% yield; for example, 0.34 means a 34% yield). (1) The catalyst is CO. The reactants are [C:1]([C:5]1[CH:12]=[CH:11][C:8]([CH:9]=O)=[CH:7][CH:6]=1)([CH3:4])([CH3:3])[CH3:2].Cl.[F:14][C:15]1[CH:20]=[CH:19][C:18]([CH2:21][CH2:22][NH2:23])=[CH:17][C:16]=1[C:24]([F:27])([F:26])[F:25].C(=O)([O-])[O-].[K+].[K+].[BH4-].[Na+].Cl. The product is [C:1]([C:5]1[CH:12]=[CH:11][C:8]([CH2:9][NH:23][CH2:22][CH2:21][C:18]2[CH:19]=[CH:20][C:15]([F:14])=[C:16]([C:24]([F:27])([F:25])[F:26])[CH:17]=2)=[CH:7][CH:6]=1)([CH3:4])([CH3:3])[CH3:2]. The yield is 0.900. (2) The reactants are [Cl:1][C:2]1[C:10]2[N:9]=[C:8]3[N:11]([C:15]4[CH:20]=[CH:19][C:18]([O:21][CH3:22])=[CH:17][C:16]=4[Cl:23])[CH2:12][CH2:13][CH2:14][N:7]3[C:6]=2[C:5]([CH:24]([CH:26]2[CH2:28][CH2:27]2)[OH:25])=[CH:4][CH:3]=1.N(C(N1CCCCC1)=O)=NC(N1CCCCC1)=O.C(P(CCCC)CCCC)CCC.[F:60][C:61]([F:65])([F:64])[CH2:62]O. The catalyst is O1CCCC1. The product is [Cl:1][C:2]1[C:10]2[N:9]=[C:8]3[N:11]([C:15]4[CH:20]=[CH:19][C:18]([O:21][CH3:22])=[CH:17][C:16]=4[Cl:23])[CH2:12][CH2:13][CH2:14][N:7]3[C:6]=2[C:5]([CH:24]([CH:26]2[CH2:28][CH2:27]2)[O:25][CH2:62][C:61]([F:65])([F:64])[F:60])=[CH:4][CH:3]=1. The yield is 0.600. (3) The yield is 0.100. The product is [CH3:24][N:25]([CH3:26])[CH2:2][C:3]([NH:5][C:6]1[S:7][C:8]([C:16]([CH:18]2[CH2:23][CH2:22][O:21][CH2:20][CH2:19]2)=[O:17])=[C:9]([C:11]2[O:12][CH:13]=[CH:14][CH:15]=2)[N:10]=1)=[O:4]. The reactants are Br[CH2:2][C:3]([NH:5][C:6]1[S:7][C:8]([C:16]([CH:18]2[CH2:23][CH2:22][O:21][CH2:20][CH2:19]2)=[O:17])=[C:9]([C:11]2[O:12][CH:13]=[CH:14][CH:15]=2)[N:10]=1)=[O:4].[CH3:24][NH:25][CH3:26]. The catalyst is C1COCC1. (4) The reactants are CN1CCOCC1.ClC(OCC(C)C)=O.C(N)C1C=CC=CC=1.C1C2C(COC(=O)[NH:40][CH:41]([C:52](=O)[NH:53][C:54]3[CH:59]=[C:58]([Cl:60])[CH:57]=[CH:56][C:55]=3[C:61](=[O:70])[NH:62][CH2:63][C:64]3[CH:69]=[CH:68][CH:67]=[CH:66][CH:65]=3)[CH2:42][CH2:43][NH:44][C:45]([O:47][C:48]([CH3:51])([CH3:50])[CH3:49])=[O:46])C3C(=CC=CC=3)C=2C=CC=1.O.[OH-].[Li+]. The catalyst is O1CCOCC1.C(O)CO.O. The product is [C:48]([O:47][C:45](=[O:46])[NH:44][CH2:43][CH2:42][CH:41]([NH2:40])[C:52]1[N:62]([CH2:63][C:64]2[CH:69]=[CH:68][CH:67]=[CH:66][CH:65]=2)[C:61](=[O:70])[C:55]2[C:54](=[CH:59][C:58]([Cl:60])=[CH:57][CH:56]=2)[N:53]=1)([CH3:51])([CH3:50])[CH3:49]. The yield is 0.700. (5) The reactants are [CH2:1]([N:8]([CH3:32])[CH2:9][C:10]([C:13]1[CH:18]=[CH:17][C:16]([NH:19][C:20](=[O:31])[C:21]2[CH:26]=[CH:25][C:24]([O:27][CH3:28])=[C:23]([O:29][CH3:30])[CH:22]=2)=[CH:15][CH:14]=1)([CH3:12])[CH3:11])[C:2]1C=CC=CC=1.Cl.C(Cl)(=[O:36])C.O. The catalyst is CO.C(Cl)Cl.[Pd]. The product is [C:1]([N:8]([CH3:32])[CH2:9][C:10]([C:13]1[CH:18]=[CH:17][C:16]([NH:19][C:20](=[O:31])[C:21]2[CH:26]=[CH:25][C:24]([O:27][CH3:28])=[C:23]([O:29][CH3:30])[CH:22]=2)=[CH:15][CH:14]=1)([CH3:11])[CH3:12])(=[O:36])[CH3:2]. The yield is 0.630. (6) The reactants are [CH2:1]([N:5]1[CH:10]=[CH:9][CH:8]=[C:7]([O:11][CH3:12])[C:6]1=O)[CH2:2][CH2:3][CH3:4].COC1C=CC(P2(SP(C3C=CC(OC)=CC=3)(=S)S2)=[S:23])=CC=1.CO. The catalyst is C1(C)C=CC=CC=1. The product is [CH2:1]([N:5]1[CH:10]=[CH:9][CH:8]=[C:7]([O:11][CH3:12])[C:6]1=[S:23])[CH2:2][CH2:3][CH3:4]. The yield is 0.800. (7) The reactants are [F:1][C:2]1[CH:7]=[CH:6][CH:5]=[CH:4][C:3]=1[CH2:8][C:9]([O:11][C@H:12]([C:14]1[CH:19]=[CH:18][CH:17]=[CH:16][CH:15]=1)[CH3:13])=[O:10].[CH2:20]1[CH2:30][CH2:29][N:28]2C(=NC[CH2:26][CH2:27]2)CC1.C(Br)(Br)(Br)Br.N1CCCCC1. The catalyst is C1COCC1.C(OCC)C.C1(C)C=CC=CC=1. The product is [F:1][C:2]1[CH:7]=[CH:6][CH:5]=[CH:4][C:3]=1[C@@H:8]([N:28]1[CH2:27][CH2:26][CH2:20][CH2:30][CH2:29]1)[C:9]([O:11][C@H:12]([C:14]1[CH:15]=[CH:16][CH:17]=[CH:18][CH:19]=1)[CH3:13])=[O:10]. The yield is 0.110. (8) The reactants are [CH2:1]([O:3][C:4](=[O:30])[C:5]([O:23][C:24]1[CH:29]=[CH:28][CH:27]=[CH:26][CH:25]=1)([CH3:22])[CH:6]([C:8]1[CH:13]=[CH:12][C:11]([O:14][CH2:15][C:16]2[CH:21]=[CH:20][CH:19]=[CH:18][CH:17]=2)=[CH:10][CH:9]=1)O)[CH3:2].B(F)(F)F.CCOCC.C([SiH](CC)CC)C.C([O-])([O-])=O.[Na+].[Na+]. The catalyst is C(Cl)Cl. The product is [CH2:1]([O:3][C:4](=[O:30])[C:5]([O:23][C:24]1[CH:25]=[CH:26][CH:27]=[CH:28][CH:29]=1)([CH3:22])[CH2:6][C:8]1[CH:13]=[CH:12][C:11]([O:14][CH2:15][C:16]2[CH:17]=[CH:18][CH:19]=[CH:20][CH:21]=2)=[CH:10][CH:9]=1)[CH3:2]. The yield is 0.360.